From a dataset of Catalyst prediction with 721,799 reactions and 888 catalyst types from USPTO. Predict which catalyst facilitates the given reaction. (1) Reactant: [C:1]1([OH:11])[C:10]2[C:5](=[CH:6][CH:7]=[CH:8][CH:9]=2)[CH:4]=[CH:3][CH:2]=1.[CH2:12]1CCN2C(=NCCC2)CC1. Product: [CH3:12][O:11][C:1]1[C:10]2[C:5](=[CH:6][CH:7]=[CH:8][CH:9]=2)[CH:4]=[CH:3][CH:2]=1. The catalyst class is: 161. (2) Reactant: [CH3:1][C:2]1([CH3:15])[C:11]2[C:6]3=[C:7]([NH:12][C:13](=[O:14])[N:5]3[CH2:4][CH2:3]1)[CH:8]=[CH:9][CH:10]=2.C(=O)([O-])[O-].[Cs+].[Cs+].[CH2:22](Br)[C:23]#[CH:24].O. Product: [CH3:1][C:2]1([CH3:15])[C:11]2[C:6]3=[C:7]([N:12]([CH2:24][C:23]#[CH:22])[C:13](=[O:14])[N:5]3[CH2:4][CH2:3]1)[CH:8]=[CH:9][CH:10]=2. The catalyst class is: 3. (3) Reactant: [CH3:1][C:2]1[O:6][C:5]([C:7]2[CH:12]=[CH:11][CH:10]=[CH:9][CH:8]=2)=[N:4][C:3]=1[CH2:13][CH2:14][CH2:15]O.C1(P(C2C=CC=CC=2)C2C=CC=CC=2)C=CC=CC=1.C(Br)(Br)(Br)[Br:37]. Product: [Br:37][CH2:15][CH2:14][CH2:13][C:3]1[N:4]=[C:5]([C:7]2[CH:12]=[CH:11][CH:10]=[CH:9][CH:8]=2)[O:6][C:2]=1[CH3:1]. The catalyst class is: 4. (4) Reactant: [NH2:1][C:2]1[CH:7]=[CH:6][C:5]([Cl:8])=[CH:4][C:3]=1[C:9]([C:11]1[CH:16]=[CH:15][CH:14]=[CH:13][CH:12]=1)=O.O=[C:18]([CH3:37])[CH2:19][C:20]([N:22]1[CH2:27][CH2:26][CH:25]([C:28]2[CH:36]=[CH:35][C:31]([C:32]([NH2:34])=[O:33])=[CH:30][CH:29]=2)[CH2:24][CH2:23]1)=[O:21].[O-]S(C(F)(F)F)(=O)=O.[Yb+3].[O-]S(C(F)(F)F)(=O)=O.[O-]S(C(F)(F)F)(=O)=O. Product: [Cl:8][C:5]1[CH:4]=[C:3]2[C:2](=[CH:7][CH:6]=1)[N:1]=[C:18]([CH3:37])[C:19]([C:20]([N:22]1[CH2:27][CH2:26][CH:25]([C:28]3[CH:29]=[CH:30][C:31]([C:32]([NH2:34])=[O:33])=[CH:35][CH:36]=3)[CH2:24][CH2:23]1)=[O:21])=[C:9]2[C:11]1[CH:16]=[CH:15][CH:14]=[CH:13][CH:12]=1. The catalyst class is: 8. (5) Reactant: [Cl:1][C:2]1[CH:21]=[C:20]([Cl:22])[CH:19]=[CH:18][C:3]=1[O:4][CH2:5][C:6]1[CH:7]=[C:8]([CH2:16][OH:17])[CH:9]=[C:10]([O:12][CH:13]([CH3:15])[CH3:14])[CH:11]=1.O[C:24]1[C:28]([CH2:29][CH2:30][C:31]([O:33]CC)=[O:32])=[CH:27][N:26]([C:36]2[CH:41]=[CH:40][CH:39]=[CH:38][CH:37]=2)[N:25]=1.C(P(CCCC)CCCC)CCC.N(C(N1CCCCC1)=O)=NC(N1CCCCC1)=O.O1CCCC1CCO.[OH-].[Na+].Cl. Product: [Cl:1][C:2]1[CH:21]=[C:20]([Cl:22])[CH:19]=[CH:18][C:3]=1[O:4][CH2:5][C:6]1[CH:7]=[C:8]([CH:9]=[C:10]([O:12][CH:13]([CH3:15])[CH3:14])[CH:11]=1)[CH2:16][O:17][C:24]1[C:28]([CH2:29][CH2:30][C:31]([OH:33])=[O:32])=[CH:27][N:26]([C:36]2[CH:41]=[CH:40][CH:39]=[CH:38][CH:37]=2)[N:25]=1. The catalyst class is: 7. (6) Reactant: [C:1]1([CH:7]([CH2:11][C:12]2[CH:17]=[CH:16][CH:15]=[CH:14][CH:13]=2)[C:8]([OH:10])=O)[CH:6]=[CH:5][CH:4]=[CH:3][CH:2]=1. Product: [C:1]1([CH:7]2[CH2:11][C:12]3[C:17](=[CH:16][CH:15]=[CH:14][CH:13]=3)[C:8]2=[O:10])[CH:2]=[CH:3][CH:4]=[CH:5][CH:6]=1. The catalyst class is: 6. (7) Reactant: C[O:2][C:3](=[O:18])[CH2:4][C:5]1[C:9]2[C:10]([CH:15]([F:17])[F:16])=[CH:11][C:12]([OH:14])=[CH:13][C:8]=2[S:7][CH:6]=1.[CH3:19][C:20]1[C:25]([CH2:26]O)=[CH:24][CH:23]=[C:22]([CH3:28])[N:21]=1.C(P(CCCC)CCCC)CCC.C1CCN(C(N=NC(N2CCCCC2)=O)=O)CC1. Product: [F:16][CH:15]([F:17])[C:10]1[C:9]2[C:5]([CH2:4][C:3]([OH:2])=[O:18])=[CH:6][S:7][C:8]=2[CH:13]=[C:12]([O:14][CH2:26][C:25]2[C:20]([CH3:19])=[N:21][C:22]([CH3:28])=[CH:23][CH:24]=2)[CH:11]=1. The catalyst class is: 1.